Dataset: Reaction yield outcomes from USPTO patents with 853,638 reactions. Task: Predict the reaction yield, written as a fraction of the theoretical maximum amount of product (1.0 means a 100% yield; for example, 0.34 means a 34% yield). The reactants are [NH2:1][C:2]1[N:6]([C:7]2[C:12]([Cl:13])=[CH:11][C:10]([Cl:14])=[CH:9][C:8]=2[Cl:15])[N:5]=[C:4]([C:16]([F:19])([F:18])[F:17])[C:3]=1[C:20]([NH2:22])=[O:21].[CH3:23][O:24][C:25]1[CH:26]=[C:27]([CH2:31][C:32](Cl)=O)[CH:28]=[CH:29][CH:30]=1.[O-]CC.[Na+]. The catalyst is C(O)C. The product is [Cl:15][C:8]1[CH:9]=[C:10]([Cl:14])[CH:11]=[C:12]([Cl:13])[C:7]=1[N:6]1[C:2]2=[N:1][C:32]([CH2:31][C:27]3[CH:28]=[CH:29][CH:30]=[C:25]([O:24][CH3:23])[CH:26]=3)=[N:22][C:20](=[O:21])[C:3]2=[C:4]([C:16]([F:19])([F:18])[F:17])[NH:5]1. The yield is 0.910.